This data is from NCI-60 drug combinations with 297,098 pairs across 59 cell lines. The task is: Regression. Given two drug SMILES strings and cell line genomic features, predict the synergy score measuring deviation from expected non-interaction effect. Drug 1: CC1C(C(CC(O1)OC2CC(OC(C2O)C)OC3=CC4=CC5=C(C(=O)C(C(C5)C(C(=O)C(C(C)O)O)OC)OC6CC(C(C(O6)C)O)OC7CC(C(C(O7)C)O)OC8CC(C(C(O8)C)O)(C)O)C(=C4C(=C3C)O)O)O)O. Drug 2: C1CC(=O)NC(=O)C1N2C(=O)C3=CC=CC=C3C2=O. Cell line: UACC-257. Synergy scores: CSS=16.1, Synergy_ZIP=-0.0629, Synergy_Bliss=-1.86, Synergy_Loewe=-54.2, Synergy_HSA=-2.60.